From a dataset of Peptide-MHC class II binding affinity with 134,281 pairs from IEDB. Regression. Given a peptide amino acid sequence and an MHC pseudo amino acid sequence, predict their binding affinity value. This is MHC class II binding data. (1) The MHC is HLA-DPA10201-DPB11401 with pseudo-sequence HLA-DPA10201-DPB11401. The binding affinity (normalized) is 0. The peptide sequence is FNDIIHSIINMDADV. (2) The peptide sequence is SQDLELSWYLNGLQAY. The MHC is DRB1_0401 with pseudo-sequence DRB1_0401. The binding affinity (normalized) is 0.208. (3) The peptide sequence is FELQIVDKIDAAFKI. The MHC is DRB1_1501 with pseudo-sequence DRB1_1501. The binding affinity (normalized) is 0.520. (4) The peptide sequence is FAVVDLNKMRAVWVD. The MHC is DRB1_1001 with pseudo-sequence DRB1_1001. The binding affinity (normalized) is 0.381. (5) The MHC is DRB5_0101 with pseudo-sequence DRB5_0101. The peptide sequence is VLTHVKINDKCPSTG. The binding affinity (normalized) is 0.628. (6) The peptide sequence is YDKFLPNVSTVLTGK. The MHC is DRB1_0101 with pseudo-sequence DRB1_0101. The binding affinity (normalized) is 0.775. (7) The peptide sequence is TFGAASNKAFAEGLS. The MHC is DRB1_1302 with pseudo-sequence DRB1_1302. The binding affinity (normalized) is 0.302. (8) The peptide sequence is AVFEAALTKAITA. The MHC is DRB1_0801 with pseudo-sequence DRB1_0801. The binding affinity (normalized) is 0.149. (9) The peptide sequence is AYSDDKSMKVTVAFN. The MHC is DRB1_0301 with pseudo-sequence DRB1_0301. The binding affinity (normalized) is 0.147.